The task is: Predict the product of the given reaction.. This data is from Forward reaction prediction with 1.9M reactions from USPTO patents (1976-2016). (1) Given the reactants [CH2:1]([CH2:10][CH2:11][CH2:12][CH2:13][CH2:14]O)[CH2:2][CH2:3][CH2:4][CH2:5][CH2:6][C:7]([OH:9])=[O:8].O[CH2:17]C(CO)O, predict the reaction product. The product is: [C:7]([O:9][CH3:17])(=[O:8])[CH2:6][CH2:5][CH2:4][CH2:3][CH2:2][CH2:1][CH2:10][CH2:11][CH2:12][CH2:13][CH3:14]. (2) Given the reactants [I:1][C:2]1[CH:3]=[CH:4][C:5]([OH:10])=[C:6]([CH:9]=1)[CH:7]=[O:8].[CH:11]1(OS(C)(=O)=O)[CH2:16][CH2:15][CH2:14][CH2:13][CH2:12]1.C(=O)([O-])[O-].[K+].[K+], predict the reaction product. The product is: [I:1][C:2]1[CH:3]=[CH:4][C:5]([O:10][CH:11]2[CH2:16][CH2:15][CH2:14][CH2:13][CH2:12]2)=[C:6]([CH:9]=1)[CH:7]=[O:8]. (3) Given the reactants [NH2:1][C:2]1[CH:7]=[CH:6][CH:5]=[C:4](Cl)[N:3]=1.[F:9][C:10]1[CH:15]=[CH:14][C:13](B(O)O)=[CH:12][CH:11]=1.[O-]P([O-])([O-])=O.[K+].[K+].[K+], predict the reaction product. The product is: [F:9][C:10]1[CH:15]=[CH:14][C:13]([C:4]2[N:3]=[C:2]([NH2:1])[CH:7]=[CH:6][CH:5]=2)=[CH:12][CH:11]=1. (4) Given the reactants [CH:1]1[C:11]2[CH2:10][CH2:9][C:8]3[CH:12]=[CH:13][CH:14]=[CH:15][C:7]=3[C:6](=[CH:16][C:17]3[CH:24]=[CH:23][CH:22]=[CH:21][C:18]=3[C:19]#[N:20])[C:5]=2[CH:4]=[CH:3][CH:2]=1.C([O-])([O-])=[O:26].[K+].[K+].OO, predict the reaction product. The product is: [CH:1]1[C:11]2[CH2:10][CH2:9][C:8]3[CH:12]=[CH:13][CH:14]=[CH:15][C:7]=3[C:6](=[CH:16][C:17]3[CH:24]=[CH:23][CH:22]=[CH:21][C:18]=3[C:19]([NH2:20])=[O:26])[C:5]=2[CH:4]=[CH:3][CH:2]=1. (5) Given the reactants [NH2:1][C:2]1[CH:3]=[C:4]([CH:8]=[C:9]([N:11]2[CH2:16][CH2:15][N:14]([CH3:17])[CH2:13][CH2:12]2)[CH:10]=1)[C:5]([OH:7])=[O:6].[CH3:18][O:19][C:20]1[N:25]=[C:24]([O:26][CH3:27])[C:23]([C:28]2[CH:37]=[C:36]3[C:31]([C:32](Cl)=[C:33]([C:38]([NH2:40])=[O:39])[CH:34]=[N:35]3)=[CH:30][CH:29]=2)=[CH:22][N:21]=1, predict the reaction product. The product is: [NH2:40][C:38]([C:33]1[CH:34]=[N:35][C:36]2[C:31]([C:32]=1[NH:1][C:2]1[CH:3]=[C:4]([CH:8]=[C:9]([N:11]3[CH2:16][CH2:15][N:14]([CH3:17])[CH2:13][CH2:12]3)[CH:10]=1)[C:5]([OH:7])=[O:6])=[CH:30][CH:29]=[C:28]([C:23]1[C:24]([O:26][CH3:27])=[N:25][C:20]([O:19][CH3:18])=[N:21][CH:22]=1)[CH:37]=2)=[O:39]. (6) Given the reactants [C:1]([C:5]1[CH:14]=[CH:13][C:8]([C:9]([O:11][CH3:12])=[O:10])=[CH:7][C:6]=1[C:15]([CH3:17])=[CH2:16])([CH3:4])([CH3:3])[CH3:2], predict the reaction product. The product is: [C:1]([C:5]1[CH:14]=[CH:13][C:8]([C:9]([O:11][CH3:12])=[O:10])=[CH:7][C:6]=1[CH:15]([CH3:17])[CH3:16])([CH3:4])([CH3:3])[CH3:2]. (7) The product is: [CH3:1][C:2]1[C:7]([C:8]2[CH:9]=[N:10][NH:11][CH:12]=2)=[CH:6][N:5]=[C:4]([NH:32][NH2:33])[CH:3]=1. Given the reactants [CH3:1][C:2]1[C:7]([C:8]2[CH:9]=[N:10][N:11](C(C3C=CC=CC=3)(C3C=CC=CC=3)C3C=CC=CC=3)[CH:12]=2)=[CH:6][N:5]=[C:4]([NH2:32])[CH:3]=1.[N:33]([O-])=O.[Na+].O.O.[Sn](Cl)Cl.[OH-].[Na+], predict the reaction product. (8) Given the reactants [CH2:1]([C:4]1[C:9]([OH:10])=[CH:8][CH:7]=[C:6]([NH2:11])[C:5]=1[C:12]([C:14]1[CH:19]=[CH:18][C:17]([CH:20]([CH3:22])[CH3:21])=[CH:16][CH:15]=1)=[O:13])[CH:2]=[CH2:3].[CH:23](=O)[C:24]1[CH:29]=[CH:28][CH:27]=[CH:26][CH:25]=1.C([BH3-])#N.[Na+].C(O)(=O)C.Cl, predict the reaction product. The product is: [CH2:1]([C:4]1[C:9]([OH:10])=[CH:8][CH:7]=[C:6]([NH:11][CH2:23][C:24]2[CH:29]=[CH:28][CH:27]=[CH:26][CH:25]=2)[C:5]=1[C:12]([C:14]1[CH:15]=[CH:16][C:17]([CH:20]([CH3:22])[CH3:21])=[CH:18][CH:19]=1)=[O:13])[CH:2]=[CH2:3]. (9) Given the reactants Cl[C:2]1[N:7]=[C:6]([NH:8][CH:9]2[CH2:17][CH:16]3[N:12]([C:13](=[O:18])[CH2:14][CH2:15]3)[C:11]([CH3:20])([CH3:19])[CH2:10]2)[C:5]([F:21])=[CH:4][N:3]=1.[NH2:22][C:23]1[C:24]([F:39])=[CH:25][C:26]([CH:36]2[CH2:38][CH2:37]2)=[C:27]([N:29]2[C:33](=[O:34])[N:32]([CH3:35])[N:31]=[N:30]2)[CH:28]=1, predict the reaction product. The product is: [F:21][C:5]1[C:6]([NH:8][CH:9]2[CH2:17][CH:16]3[N:12]([C:13](=[O:18])[CH2:14][CH2:15]3)[C:11]([CH3:20])([CH3:19])[CH2:10]2)=[N:7][C:2]([NH:22][C:23]2[C:24]([F:39])=[CH:25][C:26]([CH:36]3[CH2:38][CH2:37]3)=[C:27]([N:29]3[C:33](=[O:34])[N:32]([CH3:35])[N:31]=[N:30]3)[CH:28]=2)=[N:3][CH:4]=1.